This data is from Full USPTO retrosynthesis dataset with 1.9M reactions from patents (1976-2016). The task is: Predict the reactants needed to synthesize the given product. Given the product [CH2:11]([S:10][CH2:20][C@@H:6]1[CH2:7][C@@H:8]([S:10][CH2:11][C:12]2[CH:13]=[CH:14][C:15]([O:18][CH3:19])=[CH:16][CH:17]=2)[CH2:9][N:5]1[S:2]([CH3:1])(=[O:3])=[O:4])[C:12]1[CH:17]=[CH:16][CH:15]=[CH:14][CH:13]=1, predict the reactants needed to synthesize it. The reactants are: [CH3:1][S:2]([N:5]1[CH2:9][C@H:8]([S:10][CH2:11][C:12]2[CH:17]=[CH:16][C:15]([O:18][CH3:19])=[CH:14][CH:13]=2)[CH2:7][C@H:6]1[CH2:20]OS(C)(=O)=O)(=[O:4])=[O:3].[Na+].[I-].[H-].[Na+].[NH4+].[Cl-].